Dataset: Catalyst prediction with 721,799 reactions and 888 catalyst types from USPTO. Task: Predict which catalyst facilitates the given reaction. (1) Reactant: C(=O)([S:3][CH2:4][C:5](=[O:16])[NH:6][CH2:7][C:8]1[CH:13]=[CH:12][C:11]([Cl:14])=[CH:10][C:9]=1[Cl:15])C.[OH-].[Na+]. Product: [Cl:15][C:9]1[CH:10]=[C:11]([Cl:14])[CH:12]=[CH:13][C:8]=1[CH2:7][NH:6][C:5](=[O:16])[CH2:4][SH:3]. The catalyst class is: 5. (2) Reactant: [F:1][C:2]1[CH:7]=[CH:6][CH:5]=[CH:4][C:3]=1[N:8]1[C:12]2[CH:13]=[CH:14][CH:15]=[CH:16][C:11]=2[NH:10][S:9]1(=[O:18])=[O:17].C(=O)([O-])[O-].[Cs+].[Cs+].[Br:25][CH2:26][CH2:27][CH2:28][CH2:29]Br.C(OCC)(=O)C. Product: [Br:25][CH2:26][CH2:27][CH2:28][CH2:29][N:10]1[C:11]2[CH:16]=[CH:15][CH:14]=[CH:13][C:12]=2[N:8]([C:3]2[CH:4]=[CH:5][CH:6]=[CH:7][C:2]=2[F:1])[S:9]1(=[O:18])=[O:17]. The catalyst class is: 9.